This data is from Reaction yield outcomes from USPTO patents with 853,638 reactions. The task is: Predict the reaction yield, written as a fraction of the theoretical maximum amount of product (1.0 means a 100% yield; for example, 0.34 means a 34% yield). (1) The reactants are [OH:1][Li].O.OO.C([C@H]1COC(=O)N1C(=O)[C@@H:20]([C:33]1[CH:38]=[CH:37][C:36]([Cl:39])=[CH:35][CH:34]=1)[CH2:21][N:22]([CH:30]([CH3:32])[CH3:31])[C:23](=[O:29])[O:24][C:25]([CH3:28])([CH3:27])[CH3:26])C1C=CC=CC=1.[O-]S([O-])=O.[Na+].[Na+].C1[CH2:51][O:50]CC1. The catalyst is O. The product is [C:25]([O:24][C:23]([N:22]([CH:30]([CH3:31])[CH3:32])[CH2:21][C@H:20]([C:33]1[CH:38]=[CH:37][C:36]([Cl:39])=[CH:35][CH:34]=1)[C:51]([OH:50])=[O:1])=[O:29])([CH3:27])([CH3:28])[CH3:26]. The yield is 1.00. (2) The reactants are NC1C=CC([C:8]2[C:13]([S:14]([NH2:17])(=[O:16])=[O:15])=[CH:12][CH:11]=[C:10]([NH2:18])[CH:9]=2)=CC=1.[C:19]1([C:28]2[CH:33]=[CH:32][CH:31]=[CH:30][CH:29]=2)[C:20]([N:25]=[C:26]=[O:27])=[CH:21][CH:22]=[CH:23][CH:24]=1. No catalyst specified. The product is [C:28]1([C:19]2[CH:24]=[CH:23][CH:22]=[CH:21][C:20]=2[NH:25][C:26]([NH:18][C:10]2[CH:9]=[CH:8][C:13]([S:14]([NH2:17])(=[O:15])=[O:16])=[CH:12][CH:11]=2)=[O:27])[CH:33]=[CH:32][CH:31]=[CH:30][CH:29]=1. The yield is 0.400.